From a dataset of Reaction yield outcomes from USPTO patents with 853,638 reactions. Predict the reaction yield, written as a fraction of the theoretical maximum amount of product (1.0 means a 100% yield; for example, 0.34 means a 34% yield). (1) The reactants are [CH3:1][S:2][C:3]1[C:4]([C:8]2[CH:9]=[N:10][CH:11]=[CH:12][CH:13]=2)=[N:5][NH:6][CH:7]=1.[CH2:14](SSCC)C.BrC1C(C2C=NC=CC=2)=NNC=1. No catalyst specified. The product is [CH2:1]([S:2][C:3]1[C:4]([C:8]2[CH:9]=[N:10][CH:11]=[CH:12][CH:13]=2)=[N:5][NH:6][CH:7]=1)[CH3:14]. The yield is 0.760. (2) The reactants are C(O[C:4](=O)[CH2:5][C:6]([C@@H:8]1[CH2:12][CH2:11][CH2:10][N:9]1[C:13]([O:15]C(C)(C)C)=O)=O)C.[NH2:21]/[C:22](/[CH2:29][CH2:30][C:31]1[CH:36]=[CH:35][C:34]([F:37])=[CH:33][CH:32]=1)=[CH:23]\[C:24]([O:26][CH2:27][CH3:28])=[O:25].[C:38]([C:41]1[CH:48]=[CH:47][C:44](C=O)=[CH:43][C:42]=1[F:49])([OH:40])=O.[NH:50]1[CH2:55][CH2:54][CH2:53][CH2:52][CH2:51]1.O=[N+]([O-])[O-].[O-][N+](=O)[O-].[O-][N+](=O)[O-].[O-][N+](=O)[O-].[O-][N+](=O)[O-].[O-][N+](=O)[O-].[Ce+4].[NH4+].[NH4+].[CH3:83][CH2:84][N:85](CC)CC.CCN=C=NCCCN(C)C.C1C=CC2N(O)N=NC=2C=1.C([O-])(O)=O.[Na+]. The catalyst is C1(C)C=CC=CC=1.C(Cl)Cl.O. The product is [F:37][C:34]1[CH:33]=[CH:32][C:31]([CH2:30][CH2:29][C:22]2[C:23]([C:24]([O:26][CH2:27][CH3:28])=[O:25])=[C:4]([C:44]3[CH:47]=[CH:48][C:41]([C:38]([NH:85][C@H:84]([C:53]4[CH:54]=[CH:55][N:50]=[CH:51][CH:52]=4)[CH3:83])=[O:40])=[C:42]([F:49])[CH:43]=3)[C:5]3[C:13](=[O:15])[N:9]4[C@@H:8]([CH2:12][CH2:11][CH2:10]4)[C:6]=3[N:21]=2)=[CH:36][CH:35]=1. The yield is 0.590. (3) The reactants are Br[C:2]1[CH:21]=[CH:20][CH:19]=[CH:18][C:3]=1[C:4]([O:6][C:7]1[CH:12]=[CH:11][CH:10]=[C:9]([CH:13]([N:15]([CH3:17])[CH3:16])[CH3:14])[CH:8]=1)=[O:5].CC([O-])=O.[Na+].CC(C)=O. The catalyst is CC(N(C)C)=O.Cl[Pd](Cl)([P](C1C=CC=CC=1)(C1C=CC=CC=1)C1C=CC=CC=1)[P](C1C=CC=CC=1)(C1C=CC=CC=1)C1C=CC=CC=1. The product is [CH3:16][N:15]([CH3:17])[CH:13]([C:9]1[CH:8]=[C:7]2[C:12]([C:2]3[CH:21]=[CH:20][CH:19]=[CH:18][C:3]=3[C:4](=[O:5])[O:6]2)=[CH:11][CH:10]=1)[CH3:14]. The yield is 0.680.